Predict the reactants needed to synthesize the given product. From a dataset of Full USPTO retrosynthesis dataset with 1.9M reactions from patents (1976-2016). (1) The reactants are: [C:1]([C:4]1[C:22](=[O:23])[C@@:8]2([CH3:24])[C:9]3[C:15]([OH:16])=[CH:14][C:13]([O:17][CH3:18])=[C:12]([C:19]([NH2:21])=[O:20])[C:10]=3[O:11][C:7]2=[CH:6][C:5]=1[OH:25])(=[O:3])[CH3:2].[F:26][C:27]1[C:36]([F:37])=[C:35]([F:38])[CH:34]=[C:33]2[C:28]=1[CH:29]=[CH:30][C:31]([CH3:41])=[C:32]2[CH:39]=O.C([SiH](CC)CC)C.FC(F)(F)C(O)=O. Given the product [C:1]([C:4]1[C:22](=[O:23])[C@@:8]2([CH3:24])[C:9]3[C:15]([OH:16])=[CH:14][C:13]([O:17][CH3:18])=[C:12]([C:19]([NH:21][CH2:39][C:32]4[C:33]5[C:28](=[C:27]([F:26])[C:36]([F:37])=[C:35]([F:38])[CH:34]=5)[CH:29]=[CH:30][C:31]=4[CH3:41])=[O:20])[C:10]=3[O:11][C:7]2=[CH:6][C:5]=1[OH:25])(=[O:3])[CH3:2], predict the reactants needed to synthesize it. (2) Given the product [O:1]1[C:6]2[CH:7]=[CH:8][C:9]([S:11][C:12]3[CH:17]=[CH:16][C:15]([C:18]4[CH:19]=[CH:20][N:21]=[C:22]([N:40]5[CH2:41][CH2:42][CH:38]([NH:37][C:34](=[O:36])[CH3:35])[CH2:39]5)[CH:23]=4)=[CH:14][C:13]=3[C:24]([F:25])([F:26])[F:27])=[CH:10][C:5]=2[O:4][CH2:3][CH2:2]1, predict the reactants needed to synthesize it. The reactants are: [O:1]1[C:6]2[CH:7]=[CH:8][C:9]([S:11][C:12]3[CH:17]=[CH:16][C:15]([C:18]4[CH:23]=[CH:22][N:21]=[CH:20][CH:19]=4)=[CH:14][C:13]=3[C:24]([F:27])([F:26])[F:25])=[CH:10][C:5]=2[O:4][CH2:3][CH2:2]1.OC1CCNC1.[C:34]([NH:37][C@@H:38]1[CH2:42][CH2:41][NH:40][CH2:39]1)(=[O:36])[CH3:35]. (3) Given the product [Cl:1][C:2]1[CH:27]=[CH:26][CH:25]=[C:24]([Cl:28])[C:3]=1[CH2:4][C:5]1[N:9]([CH2:10][C:11]2[CH:19]=[CH:18][C:14]([C:15]([N:47]([CH3:49])[CH3:48])=[O:16])=[CH:13][CH:12]=2)[C:8]2[CH:20]=[CH:21][CH:22]=[CH:23][C:7]=2[N:6]=1, predict the reactants needed to synthesize it. The reactants are: [Cl:1][C:2]1[CH:27]=[CH:26][CH:25]=[C:24]([Cl:28])[C:3]=1[CH2:4][C:5]1[N:9]([CH2:10][C:11]2[CH:19]=[CH:18][C:14]([C:15](O)=[O:16])=[CH:13][CH:12]=2)[C:8]2[CH:20]=[CH:21][CH:22]=[CH:23][C:7]=2[N:6]=1.F[P-](F)(F)(F)(F)F.N1(O[P+](N(C)C)(N(C)C)[N:47]([CH3:49])[CH3:48])C2C=CC=CC=2N=N1.C(N(CC)CC)C.Cl.CNC. (4) Given the product [F:1][C:2]1[CH:7]=[C:6]([F:8])[CH:5]=[CH:4][C:3]=1[C:9]1[NH:13][C:12]([C:14]([CH3:20])([CH3:19])[CH2:15][OH:16])=[N:11][C:10]=1[C:21]1[N:26]=[C:25]2[O:27][C:28]([NH:30][C@@H:31]([CH3:36])[CH2:32][CH2:33][O:34][CH3:35])=[N:29][C:24]2=[CH:23][CH:22]=1, predict the reactants needed to synthesize it. The reactants are: [F:1][C:2]1[CH:7]=[C:6]([F:8])[CH:5]=[CH:4][C:3]=1[C:9]1[NH:13][C:12]([C:14]([CH3:20])([CH3:19])[C:15](OC)=[O:16])=[N:11][C:10]=1[C:21]1[N:26]=[C:25]2[O:27][C:28]([NH:30][C@@H:31]([CH3:36])[CH2:32][CH2:33][O:34][CH3:35])=[N:29][C:24]2=[CH:23][CH:22]=1.[BH4-].[Li+].Cl. (5) Given the product [Cl:8][C:4]1[CH:5]=[CH:6][CH:7]=[C:2]([Cl:1])[C:3]=1[C:9]1[C:13]([CH2:14][O:15][C:16]2[CH:21]=[CH:20][C:19]([C:22]3[CH:23]=[C:24]4[C:29](=[CH:30][CH:31]=3)[C:28]([C:32]([NH2:53])=[O:34])=[CH:27][CH:26]=[CH:25]4)=[CH:18][CH:17]=2)=[C:12]([CH:35]([CH3:36])[CH3:37])[O:11][N:10]=1, predict the reactants needed to synthesize it. The reactants are: [Cl:1][C:2]1[CH:7]=[CH:6][CH:5]=[C:4]([Cl:8])[C:3]=1[C:9]1[C:13]([CH2:14][O:15][C:16]2[CH:21]=[CH:20][C:19]([C:22]3[CH:23]=[C:24]4[C:29](=[CH:30][CH:31]=3)[C:28]([C:32]([OH:34])=O)=[CH:27][CH:26]=[CH:25]4)=[CH:18][CH:17]=2)=[C:12]([CH:35]([CH3:37])[CH3:36])[O:11][N:10]=1.C(OC(OC(C)(C)C)=O)(OC(C)(C)C)=O.[N:53]1C=CC=CC=1.C(=O)([O-])O.[NH4+].